From a dataset of Reaction yield outcomes from USPTO patents with 853,638 reactions. Predict the reaction yield, written as a fraction of the theoretical maximum amount of product (1.0 means a 100% yield; for example, 0.34 means a 34% yield). The yield is 0.620. The product is [CH3:27][C:22]1([CH3:28])[C:23]([CH3:26])([CH3:25])[O:24][B:20]([C:2]2[CH:3]=[C:4]3[C:8](=[CH:9][CH:10]=2)[N:7]([C:11]([C:13]2[CH:18]=[CH:17][CH:16]=[CH:15][C:14]=2[CH3:19])=[O:12])[CH2:6][CH2:5]3)[O:21]1. The catalyst is CN(C=O)C.O.CCOC(C)=O.C1C=CC(P(C2C=CC=CC=2)[C-]2C=CC=C2)=CC=1.C1C=CC(P(C2C=CC=CC=2)[C-]2C=CC=C2)=CC=1.Cl[Pd]Cl.[Fe+2]. The reactants are Br[C:2]1[CH:3]=[C:4]2[C:8](=[CH:9][CH:10]=1)[N:7]([C:11]([C:13]1[CH:18]=[CH:17][CH:16]=[CH:15][C:14]=1[CH3:19])=[O:12])[CH2:6][CH2:5]2.[B:20]1([B:20]2[O:24][C:23]([CH3:26])([CH3:25])[C:22]([CH3:28])([CH3:27])[O:21]2)[O:24][C:23]([CH3:26])([CH3:25])[C:22]([CH3:28])([CH3:27])[O:21]1.C([O-])(=O)C.[K+].